Dataset: Reaction yield outcomes from USPTO patents with 853,638 reactions. Task: Predict the reaction yield, written as a fraction of the theoretical maximum amount of product (1.0 means a 100% yield; for example, 0.34 means a 34% yield). (1) The reactants are [BrH:1].C(O)(=O)C.[CH3:6][C:7]1[CH:8]=[C:9]([C:13](=O)[CH2:14][S:15][C:16]#[N:17])[CH:10]=[CH:11][CH:12]=1.O. The catalyst is C(O)(=O)C. The product is [Br:1][C:16]1[S:15][CH:14]=[C:13]([C:9]2[CH:10]=[CH:11][CH:12]=[C:7]([CH3:6])[CH:8]=2)[N:17]=1. The yield is 0.668. (2) The reactants are [CH3:1][N:2]1[C:6]([C:7]2[CH2:12][CH2:11][N:10]([C:13]([O:15][C:16]([CH3:19])([CH3:18])[CH3:17])=[O:14])[CH2:9][CH:8]=2)=[C:5]([N+:20]([O-])=O)[CH:4]=[N:3]1.[Cl-].[NH4+]. The catalyst is C(O)C.O.[Fe]. The product is [NH2:20][C:5]1[CH:4]=[N:3][N:2]([CH3:1])[C:6]=1[C:7]1[CH2:12][CH2:11][N:10]([C:13]([O:15][C:16]([CH3:18])([CH3:17])[CH3:19])=[O:14])[CH2:9][CH:8]=1. The yield is 0.640. (3) The reactants are [NH2:1][C:2]1[C:3]([C:7]2[N:8]([C:16]3[CH:21]=[CH:20][C:19]([OH:22])=[CH:18][CH:17]=3)[C:9]3[CH:14]=[CH:13][N:12]=[CH:11][C:10]=3[N:15]=2)=[N:4][O:5][N:6]=1.O[CH:24]1[CH2:29][CH2:28][N:27]([C:30]([O:32][C:33]([CH3:36])([CH3:35])[CH3:34])=[O:31])[CH2:26][CH2:25]1.C1(P(C2C=CC=CC=2)C2C=CC=CC=2)C=CC=CC=1.N(C(OC(C)C)=O)=NC(OC(C)C)=O. The catalyst is O1CCOCC1. The product is [NH2:1][C:2]1[C:3]([C:7]2[N:8]([C:16]3[CH:21]=[CH:20][C:19]([O:22][CH:24]4[CH2:29][CH2:28][N:27]([C:30]([O:32][C:33]([CH3:36])([CH3:35])[CH3:34])=[O:31])[CH2:26][CH2:25]4)=[CH:18][CH:17]=3)[C:9]3[CH:14]=[CH:13][N:12]=[CH:11][C:10]=3[N:15]=2)=[N:4][O:5][N:6]=1. The yield is 0.230.